Dataset: Reaction yield outcomes from USPTO patents with 853,638 reactions. Task: Predict the reaction yield, written as a fraction of the theoretical maximum amount of product (1.0 means a 100% yield; for example, 0.34 means a 34% yield). (1) The reactants are [NH:1]1[CH2:4][CH:3]([O:5][C:6]2[CH:11]=[CH:10][C:9]([N:12]3[CH2:17][CH2:16][C:15]4[N:18]=[C:19]([C:21]5[CH:26]=[CH:25][C:24]([Cl:27])=[CH:23][CH:22]=5)[S:20][C:14]=4[C:13]3=[O:28])=[CH:8][C:7]=2[O:29][CH3:30])[CH2:2]1.[OH:31][CH:32]1[CH2:37]OC(O)CO1.C(O[BH-](OC(=O)C)OC(=O)C)(=O)C.[Na+].[OH-].[Na+]. The catalyst is ClCCCl. The product is [ClH:27].[Cl:27][C:24]1[CH:23]=[CH:22][C:21]([C:19]2[S:20][C:14]3[C:13](=[O:28])[N:12]([C:9]4[CH:10]=[CH:11][C:6]([O:5][CH:3]5[CH2:4][N:1]([CH2:37][CH2:32][OH:31])[CH2:2]5)=[C:7]([O:29][CH3:30])[CH:8]=4)[CH2:17][CH2:16][C:15]=3[N:18]=2)=[CH:26][CH:25]=1. The yield is 0.130. (2) The reactants are Cl[C:2]1[NH:3][C:4](=[O:19])[C:5]2[CH:10]=[CH:9][N:8]([CH2:11][O:12][CH2:13][CH2:14][Si:15]([CH3:18])([CH3:17])[CH3:16])[C:6]=2[N:7]=1.C(O)C.[F:23][C:24]1[CH:29]=[CH:28][CH:27]=[CH:26][C:25]=1[N:30]1[CH2:35][CH2:34][NH:33][CH2:32][CH2:31]1. The catalyst is C(Cl)Cl.CO. The product is [F:23][C:24]1[CH:29]=[CH:28][CH:27]=[CH:26][C:25]=1[N:30]1[CH2:35][CH2:34][N:33]([C:2]2[NH:3][C:4](=[O:19])[C:5]3[CH:10]=[CH:9][N:8]([CH2:11][O:12][CH2:13][CH2:14][Si:15]([CH3:18])([CH3:17])[CH3:16])[C:6]=3[N:7]=2)[CH2:32][CH2:31]1. The yield is 0.406. (3) The product is [CH3:14][C:15]1[CH:16]=[C:17]([NH:30][C:31]2[N:36]=[C:35]([C:37]([F:39])([F:38])[F:40])[CH:34]=[CH:33][N:32]=2)[CH:18]=[C:19]([C:2]2[S:6][C:5]([C:7]([S:10]([CH3:13])(=[O:12])=[O:11])([CH3:9])[CH3:8])=[N:4][CH:3]=2)[CH:20]=1. The yield is 0.780. The catalyst is O.C1C=CC(P(C2C=CC=CC=2)[C-]2C=CC=C2)=CC=1.C1C=CC(P(C2C=CC=CC=2)[C-]2C=CC=C2)=CC=1.Cl[Pd]Cl.[Fe+2].O1CCOCC1. The reactants are Br[C:2]1[S:6][C:5]([C:7]([S:10]([CH3:13])(=[O:12])=[O:11])([CH3:9])[CH3:8])=[N:4][CH:3]=1.[CH3:14][C:15]1[CH:16]=[C:17]([NH:30][C:31]2[N:36]=[C:35]([C:37]([F:40])([F:39])[F:38])[CH:34]=[CH:33][N:32]=2)[CH:18]=[C:19](B2OC(C)(C)C(C)(C)O2)[CH:20]=1.C(Cl)Cl.C([O-])([O-])=O.[Na+].[Na+]. (4) The reactants are C([O:8][C:9]1[CH:10]=[CH:11][CH:12]=[C:13]2[C:18]=1[N:17]=[C:16]([C:19]1[N:23]3[CH:24]=[CH:25][C:26]([O:28][CH2:29][CH2:30][O:31][CH3:32])=[CH:27][C:22]3=[N:21][CH:20]=1)[CH:15]=[CH:14]2)C1C=CC=CC=1.C([O-])=O.[NH4+].C(OCC)(=O)C.C(O)=O. The catalyst is CO.[OH-].[OH-].[Pd+2]. The product is [CH3:32][O:31][CH2:30][CH2:29][O:28][C:26]1[CH:25]=[CH:24][N:23]2[C:19]([C:16]3[CH:15]=[CH:14][C:13]4[C:18](=[C:9]([OH:8])[CH:10]=[CH:11][CH:12]=4)[N:17]=3)=[CH:20][N:21]=[C:22]2[CH:27]=1. The yield is 0.960. (5) The reactants are [Si:1]([O:8][CH2:9][C:10]1[CH:11]=[CH:12][C:13]([NH:16][C:17](=[O:25])OC2C=CC=CC=2)=[N:14][CH:15]=1)([C:4]([CH3:7])([CH3:6])[CH3:5])([CH3:3])[CH3:2].[CH3:26][CH:27]1[CH2:32][CH2:31][N:30]([C:33]2[C:38]([CH2:39][NH2:40])=[CH:37][CH:36]=[C:35]([C:41]([F:44])([F:43])[F:42])[N:34]=2)[CH2:29][CH2:28]1.CN(C1C=CC=CN=1)C. The catalyst is C(#N)C.C(OC(=O)C)C. The product is [Si:1]([O:8][CH2:9][C:10]1[CH:11]=[CH:12][C:13]([NH:16][C:17]([NH:40][CH2:39][C:38]2[C:33]([N:30]3[CH2:31][CH2:32][CH:27]([CH3:26])[CH2:28][CH2:29]3)=[N:34][C:35]([C:41]([F:44])([F:42])[F:43])=[CH:36][CH:37]=2)=[O:25])=[N:14][CH:15]=1)([C:4]([CH3:5])([CH3:6])[CH3:7])([CH3:2])[CH3:3]. The yield is 0.820. (6) The reactants are Cl[CH2:2][C:3]1[S:4][CH:5]=[CH:6][C:7]=1[S:8]([N:11]([CH3:26])[C:12]1[CH:13]=[CH:14][CH:15]=[C:16]2[C:20]=1[NH:19][C:18]([C:21]1[S:22][CH:23]=[CH:24][N:25]=1)=[CH:17]2)(=[O:10])=[O:9].C(OCC)(=O)C.[P:33]([O:40]CC)([O:37][CH2:38][CH3:39])[O:34][CH2:35][CH3:36]. No catalyst specified. The product is [CH3:26][N:11]([C:12]1[CH:13]=[CH:14][CH:15]=[C:16]2[C:20]=1[NH:19][C:18]([C:21]1[S:22][CH:23]=[CH:24][N:25]=1)=[CH:17]2)[S:8]([C:7]1[CH:6]=[CH:5][S:4][C:3]=1[CH2:2][P:33](=[O:40])([O:37][CH2:38][CH3:39])[O:34][CH2:35][CH3:36])(=[O:10])=[O:9]. The yield is 0.250.